Task: Predict the reactants needed to synthesize the given product.. Dataset: Full USPTO retrosynthesis dataset with 1.9M reactions from patents (1976-2016) (1) Given the product [F:44][C:45]([F:50])([F:49])[C:46]([OH:48])=[O:47].[CH:37]1([CH2:36][CH2:35][N:34]2[C:27]3[N:28]=[C:29]([C:32]#[N:33])[N:30]=[CH:31][C:26]=3[CH:25]=[C:24]2[CH2:23][N:16]2[C:17]3[CH:22]=[CH:21][CH:20]=[CH:19][C:18]=3[N:14]([CH:11]3[CH2:12][CH2:13][NH:8][CH2:9][CH2:10]3)[C:15]2=[O:43])[CH2:42][CH2:41][CH2:40][CH2:39][CH2:38]1, predict the reactants needed to synthesize it. The reactants are: C(OC([N:8]1[CH2:13][CH2:12][CH:11]([N:14]2[C:18]3[CH:19]=[CH:20][CH:21]=[CH:22][C:17]=3[N:16]([CH2:23][C:24]3[N:34]([CH2:35][CH2:36][CH:37]4[CH2:42][CH2:41][CH2:40][CH2:39][CH2:38]4)[C:27]4[N:28]=[C:29]([C:32]#[N:33])[N:30]=[CH:31][C:26]=4[CH:25]=3)[C:15]2=[O:43])[CH2:10][CH2:9]1)=O)(C)(C)C.[F:44][C:45]([F:50])([F:49])[C:46]([OH:48])=[O:47]. (2) Given the product [Cl:1][C:2]1[CH:7]=[CH:6][N:5]=[C:4]2[NH:8][C:17]([CH:18]3[CH2:23][CH2:22][CH2:21][CH2:20][CH2:19]3)=[CH:16][C:3]=12, predict the reactants needed to synthesize it. The reactants are: [Cl:1][C:2]1[CH:7]=[CH:6][N:5]=[C:4]([NH:8]C(=O)OC(C)(C)C)[C:3]=1[C:16]#[C:17][CH:18]1[CH2:23][CH2:22][CH2:21][CH2:20][CH2:19]1.CC(C)([O-])C.[K+].C1OCCOCCOCCOCCOCCOC1. (3) The reactants are: C(OC([NH:11][C:12]1[C:13](=[O:26])[N:14]([CH2:18][C:19]([O:21][C:22]([CH3:25])([CH3:24])[CH3:23])=[O:20])[CH:15]=[CH:16][CH:17]=1)=O)C1C=CC=CC=1. Given the product [NH2:11][C:12]1[C:13](=[O:26])[N:14]([CH2:18][C:19]([O:21][C:22]([CH3:24])([CH3:23])[CH3:25])=[O:20])[CH:15]=[CH:16][CH:17]=1, predict the reactants needed to synthesize it.